This data is from Full USPTO retrosynthesis dataset with 1.9M reactions from patents (1976-2016). The task is: Predict the reactants needed to synthesize the given product. (1) Given the product [C:21]1([O:31][C:16]2[N:15]=[C:14]([NH:13][C:5]3[CH:4]=[C:3]([O:2][CH3:1])[C:8]([O:9][CH3:10])=[C:7]([O:11][CH3:12])[CH:6]=3)[CH:19]=[N:18][CH:17]=2)[C:30]2[CH2:29][CH2:28][CH2:27][CH2:26][C:25]=2[CH:24]=[CH:23][CH:22]=1, predict the reactants needed to synthesize it. The reactants are: [CH3:1][O:2][C:3]1[CH:4]=[C:5]([NH:13][C:14]2[CH:19]=[N:18][CH:17]=[C:16](Cl)[N:15]=2)[CH:6]=[C:7]([O:11][CH3:12])[C:8]=1[O:9][CH3:10].[C:21]1([OH:31])[C:30]2[CH2:29][CH2:28][CH2:27][CH2:26][C:25]=2[CH:24]=[CH:23][CH:22]=1. (2) Given the product [F:25][C:24]1[C:2]([NH:1][C:39]([C:35]2[S:34][CH:38]=[CH:37][CH:36]=2)=[NH:42])=[CH:3][C:4]2[N:9]([CH:10]3[CH2:15][CH2:14][N:13]([C:16]([O:18][C:19]([CH3:21])([CH3:22])[CH3:20])=[O:17])[CH2:12][CH2:11]3)[CH2:8][CH2:7][S:6][C:5]=2[CH:23]=1, predict the reactants needed to synthesize it. The reactants are: [NH2:1][C:2]1[C:24]([F:25])=[CH:23][C:5]2[S:6][CH2:7][CH2:8][N:9]([CH:10]3[CH2:15][CH2:14][N:13]([C:16]([O:18][C:19]([CH3:22])([CH3:21])[CH3:20])=[O:17])[CH2:12][CH2:11]3)[C:4]=2[CH:3]=1.C(N(CC)CC)C.Cl.[S:34]1[CH:38]=[CH:37][CH:36]=[C:35]1[C:39](=[NH:42])OC.